This data is from Full USPTO retrosynthesis dataset with 1.9M reactions from patents (1976-2016). The task is: Predict the reactants needed to synthesize the given product. Given the product [CH3:26][O:25][C:20]1[CH:19]=[C:18]([O:27][CH3:28])[CH:17]=[C:16]2[C:21]=1[C:22](=[O:24])[NH:23][C:14]([C:11]1[CH:12]=[CH:13][C:8]([N:1]3[CH2:7][CH2:6][CH2:5][N:4]([CH3:31])[CH2:3][CH2:2]3)=[CH:9][CH:10]=1)=[N:15]2, predict the reactants needed to synthesize it. The reactants are: [N:1]1([C:8]2[CH:13]=[CH:12][C:11]([C:14]3[NH:23][C:22](=[O:24])[C:21]4[C:16](=[CH:17][C:18]([O:27][CH3:28])=[CH:19][C:20]=4[O:25][CH3:26])[N:15]=3)=[CH:10][CH:9]=2)[CH2:7][CH2:6][CH2:5][NH:4][CH2:3][CH2:2]1.CI.[CH3:31]CN(C(C)C)C(C)C.